The task is: Predict the reaction yield, written as a fraction of the theoretical maximum amount of product (1.0 means a 100% yield; for example, 0.34 means a 34% yield).. This data is from Reaction yield outcomes from USPTO patents with 853,638 reactions. The reactants are [CH3:1][O:2][C:3]1[CH:4]=[C:5]([OH:9])[CH:6]=[N:7][CH:8]=1.[H-].[Na+].[Cl:12][CH2:13][CH2:14][CH2:15]I.[Na+].[Cl-]. The catalyst is CN(C=O)C.O. The product is [Cl:12][CH2:13][CH2:14][CH2:15][O:9][C:5]1[CH:4]=[C:3]([O:2][CH3:1])[CH:8]=[N:7][CH:6]=1. The yield is 0.928.